Dataset: hERG Central: cardiac toxicity at 1µM, 10µM, and general inhibition. Task: Predict hERG channel inhibition at various concentrations. (1) The drug is CCc1ccc(OCC(=O)N/N=C(\C)c2ccc(-n3ccnc3)cc2)cc1. Results: hERG_inhib (hERG inhibition (general)): blocker. (2) The molecule is CC(CS(=O)(=O)c1ccc2c(c1)NC(=O)CS2)C(=O)N1CCN(c2cccc(Cl)c2)CC1. Results: hERG_inhib (hERG inhibition (general)): blocker. (3) The compound is CCN1CCN(c2c(C(=O)c3ccc(OC)cc3)cnc3ccccc23)CC1. Results: hERG_inhib (hERG inhibition (general)): blocker. (4) The molecule is Cc1sc2ncnc(NC3CCN(Cc4ccccc4)CC3)c2c1C. Results: hERG_inhib (hERG inhibition (general)): blocker. (5) The drug is CCc1nc(CN2CCN(c3ccc(C(F)(F)F)cn3)CC2)c(C)[nH]1. Results: hERG_inhib (hERG inhibition (general)): blocker. (6) The compound is Cl.N=c1sccn1CC(=O)NC(c1ccccc1)c1ccccc1. Results: hERG_inhib (hERG inhibition (general)): blocker. (7) Results: hERG_inhib (hERG inhibition (general)): blocker. The molecule is CCC(=O)N(CCc1ccc(OC)c(OC)c1)Cc1cc2ccc(C)cc2n2nnnc12. (8) The drug is Cc1nn(-c2ccccn2)c2c1C(c1ccncc1)C1=C(CC(C)(C)CC1=O)N2. Results: hERG_inhib (hERG inhibition (general)): blocker. (9) The molecule is CCOC(=O)C1(CCOc2ccccc2)CCN(Cc2cc(OC)c3c(c2)OCO3)CC1. Results: hERG_inhib (hERG inhibition (general)): blocker.